Dataset: Forward reaction prediction with 1.9M reactions from USPTO patents (1976-2016). Task: Predict the product of the given reaction. (1) Given the reactants N[C:2]1[CH:3]=[C:4]2[C:8](=[CH:9][C:10]=1[Cl:11])[C:7](=[O:12])[NH:6][C:5]2=[O:13].S(=O)(=O)(O)O.N([O-])=O.[Na+].[I-:23].[K+], predict the reaction product. The product is: [Cl:11][C:10]1[CH:9]=[C:8]2[C:4](=[CH:3][C:2]=1[I:23])[C:5](=[O:13])[NH:6][C:7]2=[O:12]. (2) Given the reactants [C:1]([C:4]1[C:37](=[O:38])[C@@:8]2([CH3:39])[C:9]3[C:15]([OH:16])=[CH:14][C:13]([O:17][CH3:18])=[C:12]([C:19]([NH:21][CH2:22][C:23]4[C:28]([CH3:29])=[CH:27][C:26]([O:30][CH2:31][C:32]#[C:33][CH3:34])=[C:25]([CH3:35])[C:24]=4[CH3:36])=[O:20])[C:10]=3[O:11][C:7]2=[CH:6][C:5]=1[OH:40])(=O)[CH3:2].Cl.[CH2:42]([O:45][NH2:46])[CH:43]=[CH2:44].C(=O)(O)[O-].[Na+], predict the reaction product. The product is: [CH2:42]([O:45]/[N:46]=[C:1](/[C:4]1[C:37](=[O:38])[C@@:8]2([CH3:39])[C:9]3[C:15]([OH:16])=[CH:14][C:13]([O:17][CH3:18])=[C:12]([C:19]([NH:21][CH2:22][C:23]4[C:28]([CH3:29])=[CH:27][C:26]([O:30][CH2:31][C:32]#[C:33][CH3:34])=[C:25]([CH3:35])[C:24]=4[CH3:36])=[O:20])[C:10]=3[O:11][C:7]2=[CH:6][C:5]=1[OH:40])\[CH3:2])[CH:43]=[CH2:44]. (3) Given the reactants I[C:2]1[CH:3]=[C:4]([O:12][CH3:13])[C:5]([I:11])=[CH:6][C:7]=1[N+:8]([O-:10])=[O:9].C1([Mg]Cl)C=CC=CC=1.[CH3:22][C:23]([CH3:27])([CH3:26])[CH:24]=[O:25], predict the reaction product. The product is: [I:11][C:5]1[C:4]([O:12][CH3:13])=[CH:3][C:2]([CH:24]([OH:25])[C:23]([CH3:27])([CH3:26])[CH3:22])=[C:7]([N+:8]([O-:10])=[O:9])[CH:6]=1. (4) Given the reactants [N+:1]([C:4]1[CH:5]=[C:6]([C:14]([O:16][CH3:17])=[O:15])[C:7]2[C:12]([CH:13]=1)=[CH:11][CH:10]=[CH:9][CH:8]=2)([O-])=O, predict the reaction product. The product is: [NH2:1][C:4]1[CH:5]=[C:6]([C:14]([O:16][CH3:17])=[O:15])[C:7]2[C:12]([CH:13]=1)=[CH:11][CH:10]=[CH:9][CH:8]=2. (5) Given the reactants C[Si](Cl)(C)C.[CH3:6][C:7]1[N:8]=[C:9]([NH:22]C(=O)C)[S:10][C:11]=1[C:12]1[CH:13]=[N:14][CH:15]=[C:16]([C:18]([F:21])([F:20])[F:19])[CH:17]=1, predict the reaction product. The product is: [CH3:6][C:7]1[N:8]=[C:9]([NH2:22])[S:10][C:11]=1[C:12]1[CH:13]=[N:14][CH:15]=[C:16]([C:18]([F:21])([F:20])[F:19])[CH:17]=1.